This data is from Catalyst prediction with 721,799 reactions and 888 catalyst types from USPTO. The task is: Predict which catalyst facilitates the given reaction. (1) Reactant: C([O:8][C:9]([C@@H:11]1[CH2:14][CH2:13][N:12]1[C:15](=[O:31])[C@@H:16]([CH2:27][CH:28]([CH3:30])[CH3:29])[NH:17][S:18]([C:21]1[CH:26]=[CH:25][CH:24]=[CH:23][CH:22]=1)(=[O:20])=[O:19])=[O:10])C1C=CC=CC=1.[H][H]. Product: [C:21]1([S:18]([NH:17][C@@H:16]([C:15]([N:12]2[CH2:13][CH2:14][C@H:11]2[C:9]([OH:10])=[O:8])=[O:31])[CH2:27][CH:28]([CH3:30])[CH3:29])(=[O:20])=[O:19])[CH:22]=[CH:23][CH:24]=[CH:25][CH:26]=1. The catalyst class is: 129. (2) Reactant: [Cl:1][C:2]1[CH:3]=[C:4](B(O)O)[CH:5]=[CH:6][CH:7]=1.Br[C:12]1[CH:13]=[C:14]([C:27]([O:29][CH3:30])=[O:28])[C:15]2[NH:16][C:17]3[CH:18]=[C:19]([CH:25]=[O:26])[CH:20]=[CH:21][C:22]=3[C:23]=2[N:24]=1.[O-]P([O-])([O-])=O.[K+].[K+].[K+].C1(P(C2CCCCC2)C2C=CC=CC=2C2C(OC)=CC=CC=2OC)CCCCC1. Product: [Cl:1][C:2]1[CH:3]=[C:4]([C:12]2[CH:13]=[C:14]([C:27]([O:29][CH3:30])=[O:28])[C:15]3[NH:16][C:17]4[CH:18]=[C:19]([CH:25]=[O:26])[CH:20]=[CH:21][C:22]=4[C:23]=3[N:24]=2)[CH:5]=[CH:6][CH:7]=1. The catalyst class is: 318. (3) Reactant: [F:1][C:2]([CH3:29])([CH3:28])[CH2:3][N:4]1[CH2:9][CH2:8][CH:7]([CH2:10][O:11][C:12]2[CH:17]=[CH:16][C:15]([C:18]3[CH:27]=[CH:26][C:21]([C:22]([O:24]C)=[O:23])=[CH:20][N:19]=3)=[CH:14][CH:13]=2)[CH2:6][CH2:5]1.O.O[Li].O.Cl. Product: [F:1][C:2]([CH3:29])([CH3:28])[CH2:3][N:4]1[CH2:9][CH2:8][CH:7]([CH2:10][O:11][C:12]2[CH:17]=[CH:16][C:15]([C:18]3[CH:27]=[CH:26][C:21]([C:22]([OH:24])=[O:23])=[CH:20][N:19]=3)=[CH:14][CH:13]=2)[CH2:6][CH2:5]1. The catalyst class is: 36.